This data is from hERG potassium channel inhibition data for cardiac toxicity prediction from Karim et al.. The task is: Regression/Classification. Given a drug SMILES string, predict its toxicity properties. Task type varies by dataset: regression for continuous values (e.g., LD50, hERG inhibition percentage) or binary classification for toxic/non-toxic outcomes (e.g., AMES mutagenicity, cardiotoxicity, hepatotoxicity). Dataset: herg_karim. (1) The molecule is CC(C)c1cc(-c2n[nH]c(=O)n2-c2ccc3c(ccn3C)c2)c(O)cc1O. The result is 0 (non-blocker). (2) The molecule is Cc1ccc(C(C)N2[C@H]3CC[C@@H]2C[C@@H](Oc2cccc(C(N)=O)c2)C3)s1. The result is 1 (blocker). (3) The drug is COc1cc2nc([C@@H](CNC(=O)c3c(Cl)cc(-n4cnc(C)n4)cc3Cl)c3cccc(F)c3)[nH]c2cc1Cl. The result is 0 (non-blocker). (4) The molecule is O=C1CCc2ccccc2N1OCCN1CCC(n2c(=O)[nH]c3ccccc32)CC1. The result is 1 (blocker). (5) The drug is COc1ccc2ncc(=O)n(CCN3CCC(NCc4cnc(C)c(C#N)c4)CC3)c2n1. The result is 0 (non-blocker). (6) The molecule is COc1ccc(OC(F)(F)F)cc1CN[C@H]1CCC2CC[C@]1(c1ccccc1)N2. The result is 1 (blocker). (7) The molecule is Cc1noc(C)c1CN1CC2CN(CCS(=O)(=O)NCc3ccc(C#N)cc3)CC(C1)O2. The result is 0 (non-blocker).